This data is from Catalyst prediction with 721,799 reactions and 888 catalyst types from USPTO. The task is: Predict which catalyst facilitates the given reaction. (1) Product: [CH2:12]([N:16]1[C:24](=[O:25])[C:23]2[C:18](=[CH:19][C:20]([CH3:26])=[CH:21][CH:22]=2)[CH:17]1[CH2:27][C:28]([NH:10][C:9]([NH2:11])=[NH:8])=[O:29])[CH:13]([CH3:15])[CH3:14]. Reactant: CC(C)([O-])C.[K+].[Cl-].[NH2:8][C:9]([NH2:11])=[NH2+:10].[CH2:12]([N:16]1[C:24](=[O:25])[C:23]2[C:18](=[CH:19][C:20]([CH3:26])=[CH:21][CH:22]=2)[CH:17]1[CH2:27][C:28](OCC)=[O:29])[CH:13]([CH3:15])[CH3:14]. The catalyst class is: 6. (2) Reactant: F[C:2]1[N:7]2[CH:8]=[C:9]([CH2:11][N:12]3[C@H:25]4[C@H:16]([CH2:17][CH2:18][C:19]5[C:24]4=[N:23][CH:22]=[CH:21][CH:20]=5)[CH2:15][CH2:14][CH2:13]3)[N:10]=[C:6]2[CH:5]=[CH:4][CH:3]=1.[CH3:26][N:27]1[CH2:33][CH2:32][CH2:31][NH:30][CH2:29][CH2:28]1.O. Product: [CH3:26][N:27]1[CH2:33][CH2:32][CH2:31][N:30]([C:2]2[N:7]3[CH:8]=[C:9]([CH2:11][N:12]4[C@H:25]5[C@H:16]([CH2:17][CH2:18][C:19]6[C:24]5=[N:23][CH:22]=[CH:21][CH:20]=6)[CH2:15][CH2:14][CH2:13]4)[N:10]=[C:6]3[CH:5]=[CH:4][CH:3]=2)[CH2:29][CH2:28]1. The catalyst class is: 60. (3) Reactant: [S:1]1[CH:5]=[CH:4][CH:3]=[C:2]1[CH2:6][NH:7][C:8]1[S:9][CH2:10][C:11](=[O:13])[N:12]=1.C(O[Na])(C)=O.[CH:19]([C:21]1[N:22]=[C:23]2[C:28](=[CH:29][CH:30]=1)[N:27]=[CH:26][C:25]([C:31]#[N:32])=[C:24]2[O:33][CH:34]([CH3:36])[CH3:35])=O. Product: [CH:34]([O:33][C:24]1[C:23]2[C:28](=[CH:29][CH:30]=[C:21]([CH:19]=[C:10]3[S:9][C:8]([NH:7][CH2:6][C:2]4[S:1][CH:5]=[CH:4][CH:3]=4)=[N:12][C:11]3=[O:13])[N:22]=2)[N:27]=[CH:26][C:25]=1[C:31]#[N:32])([CH3:36])[CH3:35]. The catalyst class is: 52. (4) Reactant: Cl[CH2:2][CH2:3][CH2:4][O:5][C:6]1[CH:7]=[C:8]([N:12]([CH3:14])[CH3:13])[CH:9]=[CH:10][CH:11]=1.[CH3:15][NH2:16]. Product: [CH3:13][N:12]([CH3:14])[C:8]1[CH:9]=[CH:10][CH:11]=[C:6]([O:5][CH2:4][CH2:3][CH2:2][NH:16][CH3:15])[CH:7]=1. The catalyst class is: 5. (5) Product: [N:14]1[CH:15]=[CH:16][CH:17]=[C:12]([C:4]2[CH:3]=[C:2]([C:20]3[CH:25]=[CH:24][CH:23]=[CH:22][CH:21]=3)[CH:11]=[CH:10][C:5]=2[C:6]([O:8][CH3:9])=[O:7])[CH:13]=1. Reactant: Cl[C:2]1[CH:11]=[CH:10][C:5]([C:6]([O:8][CH3:9])=[O:7])=[C:4]([C:12]2[CH:13]=[N:14][CH:15]=[CH:16][CH:17]=2)[CH:3]=1.[F-].[Cs+].[CH:20]1(P([CH:20]2[CH2:25][CH2:24][CH2:23][CH2:22][CH2:21]2)C2C=CC=CC=2C2C=CC=CC=2N(C)C)[CH2:25][CH2:24][CH2:23][CH2:22][CH2:21]1. The catalyst class is: 231. (6) Reactant: [Cl:1][C:2]1[CH:3]=[C:4]2[C:8](=[CH:9][CH:10]=1)[NH:7][CH:6]=[C:5]2[CH2:11][CH2:12][NH:13][C:14](=[O:23])[C:15]1[CH:20]=[CH:19][CH:18]=[C:17]([CH2:21]Cl)[CH:16]=1.[C:24]([C:26]1[CH:27]=[C:28](B(O)O)[CH:29]=[CH:30][CH:31]=1)#[N:25].C(=O)([O-])[O-].[Na+].[Na+].[I-].[Na+]. Product: [Cl:1][C:2]1[CH:3]=[C:4]2[C:8](=[CH:9][CH:10]=1)[NH:7][CH:6]=[C:5]2[CH2:11][CH2:12][NH:13][C:14](=[O:23])[C:15]1[CH:20]=[CH:19][CH:18]=[C:17]([CH2:21][C:30]2[CH:29]=[CH:28][CH:27]=[C:26]([C:24]#[N:25])[CH:31]=2)[CH:16]=1. The catalyst class is: 437. (7) Reactant: [NH2:1][C:2]1[CH:6]=[C:5]([C:7]2[CH:12]=[CH:11][C:10]([C:13]([O:15][CH2:16][CH3:17])=[O:14])=[CH:9][CH:8]=2)[NH:4][C:3]=1[C:18]([O:20]CC)=O.C(O)(=O)C.[CH:27](N)=[NH:28]. Product: [O:20]=[C:18]1[NH:28][CH:27]=[N:1][C:2]2[CH:6]=[C:5]([C:7]3[CH:8]=[CH:9][C:10]([C:13]([O:15][CH2:16][CH3:17])=[O:14])=[CH:11][CH:12]=3)[NH:4][C:3]1=2. The catalyst class is: 8. (8) Reactant: [OH:1][C@H:2]1[CH2:7][CH2:6][C@H:5]([NH:8][C:9]([C@@H:11]2[NH:15][C@@H:14]([CH2:16][C:17]([CH3:20])([CH3:19])[CH3:18])[C@:13]3([C:28]4[C:23](=[CH:24][C:25]([Cl:29])=[CH:26][CH:27]=4)[NH:22][C:21]3=[O:30])[C@H:12]2[C:31]2[CH:36]=[CH:35][CH:34]=[C:33]([Cl:37])[C:32]=2[F:38])=[O:10])[CH2:4][CH2:3]1.C=O.[C:41]([BH3-])#N.[Na+].C(OCC)(=O)C. Product: [OH:1][CH:2]1[CH2:7][CH2:6][CH:5]([NH:8][C:9]([C@@H:11]2[N:15]([CH3:41])[C@@H:14]([CH2:16][C:17]([CH3:20])([CH3:19])[CH3:18])[C@:13]3([C:28]4[C:23](=[CH:24][C:25]([Cl:29])=[CH:26][CH:27]=4)[NH:22][C:21]3=[O:30])[C@H:12]2[C:31]2[CH:36]=[CH:35][CH:34]=[C:33]([Cl:37])[C:32]=2[F:38])=[O:10])[CH2:4][CH2:3]1. The catalyst class is: 47.